From a dataset of Acute oral toxicity (LD50) regression data from Zhu et al.. Regression/Classification. Given a drug SMILES string, predict its toxicity properties. Task type varies by dataset: regression for continuous values (e.g., LD50, hERG inhibition percentage) or binary classification for toxic/non-toxic outcomes (e.g., AMES mutagenicity, cardiotoxicity, hepatotoxicity). Dataset: ld50_zhu. (1) The drug is Cc1cc(O)ccc1S(C)(=O)=O. The rat oral LD50 is 1.43, given as -log10 of the dose in mol/kg body weight (higher means more acutely toxic). (2) The molecule is CCCCCC#CC(=O)OC. The rat oral LD50 is 2.00, given as -log10 of the dose in mol/kg body weight (higher means more acutely toxic).